Dataset: Full USPTO retrosynthesis dataset with 1.9M reactions from patents (1976-2016). Task: Predict the reactants needed to synthesize the given product. Given the product [C:47]([O:46][C:45](=[O:51])[N:44]([CH2:52][CH:53]1[CH2:58][CH2:57][O:56][CH2:55][CH2:54]1)[C:37]1[C:38]2[N:39]([CH:41]=[CH:42][N:43]=2)[N:40]=[C:35]([NH:64][C:62]([CH3:65])([CH3:63])[C:61]([F:67])([F:66])[F:60])[CH:36]=1)([CH3:50])([CH3:49])[CH3:48], predict the reactants needed to synthesize it. The reactants are: CC(OC1C=CC=C(OC(C)C)C=1C1C(P(C2CCCCC2)C2CCCCC2)=CC=CC=1)C.Cl[C:35]1[CH:36]=[C:37]([N:44]([CH2:52][CH:53]2[CH2:58][CH2:57][O:56][CH2:55][CH2:54]2)[C:45](=[O:51])[O:46][C:47]([CH3:50])([CH3:49])[CH3:48])[C:38]2[N:39]([CH:41]=[CH:42][N:43]=2)[N:40]=1.Cl.[F:60][C:61]([F:67])([F:66])[C:62]([CH3:65])([NH2:64])[CH3:63].CC(C)([O-])C.[Na+].